From a dataset of TCR-epitope binding with 47,182 pairs between 192 epitopes and 23,139 TCRs. Binary Classification. Given a T-cell receptor sequence (or CDR3 region) and an epitope sequence, predict whether binding occurs between them. (1) The epitope is VLWAHGFEL. The TCR CDR3 sequence is CSARHYTEAFF. Result: 1 (the TCR binds to the epitope). (2) The epitope is ISPRTLNAW. The TCR CDR3 sequence is CASQDGREKLFF. Result: 0 (the TCR does not bind to the epitope).